From a dataset of NCI-60 drug combinations with 297,098 pairs across 59 cell lines. Regression. Given two drug SMILES strings and cell line genomic features, predict the synergy score measuring deviation from expected non-interaction effect. (1) Drug 1: COC1=C(C=C2C(=C1)N=CN=C2NC3=CC(=C(C=C3)F)Cl)OCCCN4CCOCC4. Drug 2: CCN(CC)CCNC(=O)C1=C(NC(=C1C)C=C2C3=C(C=CC(=C3)F)NC2=O)C. Cell line: HL-60(TB). Synergy scores: CSS=9.55, Synergy_ZIP=-0.602, Synergy_Bliss=2.11, Synergy_Loewe=0.0153, Synergy_HSA=0.236. (2) Drug 1: CCCCC(=O)OCC(=O)C1(CC(C2=C(C1)C(=C3C(=C2O)C(=O)C4=C(C3=O)C=CC=C4OC)O)OC5CC(C(C(O5)C)O)NC(=O)C(F)(F)F)O. Drug 2: CCCCCOC(=O)NC1=NC(=O)N(C=C1F)C2C(C(C(O2)C)O)O. Cell line: T-47D. Synergy scores: CSS=10.7, Synergy_ZIP=-2.06, Synergy_Bliss=-5.64, Synergy_Loewe=-33.6, Synergy_HSA=-8.03. (3) Drug 1: CS(=O)(=O)C1=CC(=C(C=C1)C(=O)NC2=CC(=C(C=C2)Cl)C3=CC=CC=N3)Cl. Drug 2: CNC(=O)C1=CC=CC=C1SC2=CC3=C(C=C2)C(=NN3)C=CC4=CC=CC=N4. Cell line: NCIH23. Synergy scores: CSS=9.60, Synergy_ZIP=2.01, Synergy_Bliss=8.01, Synergy_Loewe=5.10, Synergy_HSA=5.82. (4) Drug 1: CC1=C(C(=CC=C1)Cl)NC(=O)C2=CN=C(S2)NC3=CC(=NC(=N3)C)N4CCN(CC4)CCO. Drug 2: CC(C)(C#N)C1=CC(=CC(=C1)CN2C=NC=N2)C(C)(C)C#N. Cell line: SF-539. Synergy scores: CSS=10.4, Synergy_ZIP=-3.76, Synergy_Bliss=-2.02, Synergy_Loewe=-2.12, Synergy_HSA=0.381. (5) Drug 1: C1CN1P(=S)(N2CC2)N3CC3. Drug 2: COC1=NC(=NC2=C1N=CN2C3C(C(C(O3)CO)O)O)N. Cell line: SN12C. Synergy scores: CSS=22.3, Synergy_ZIP=-8.97, Synergy_Bliss=-5.58, Synergy_Loewe=-7.11, Synergy_HSA=-2.00. (6) Drug 1: C1CN(CCN1C(=O)CCBr)C(=O)CCBr. Drug 2: CC1C(C(CC(O1)OC2CC(CC3=C2C(=C4C(=C3O)C(=O)C5=CC=CC=C5C4=O)O)(C(=O)C)O)N)O. Cell line: SN12C. Synergy scores: CSS=38.4, Synergy_ZIP=-9.19, Synergy_Bliss=-7.76, Synergy_Loewe=-6.77, Synergy_HSA=-3.31. (7) Drug 1: CC1CCC2CC(C(=CC=CC=CC(CC(C(=O)C(C(C(=CC(C(=O)CC(OC(=O)C3CCCCN3C(=O)C(=O)C1(O2)O)C(C)CC4CCC(C(C4)OC)OCCO)C)C)O)OC)C)C)C)OC. Drug 2: CC(C)CN1C=NC2=C1C3=CC=CC=C3N=C2N. Cell line: MCF7. Synergy scores: CSS=4.22, Synergy_ZIP=-2.91, Synergy_Bliss=-0.833, Synergy_Loewe=-8.52, Synergy_HSA=-3.01.